Dataset: Reaction yield outcomes from USPTO patents with 853,638 reactions. Task: Predict the reaction yield, written as a fraction of the theoretical maximum amount of product (1.0 means a 100% yield; for example, 0.34 means a 34% yield). (1) The reactants are [Li+].[Cl-].C[Mg+].[Br-].[CH2:6](OCC)C.[O:11]=[C:12]1[CH2:16][CH2:15][N:14]([C:17]([O:19][C:20]([CH3:23])([CH3:22])[CH3:21])=[O:18])[CH2:13]1.[NH4+].[Cl-]. The catalyst is C1COCC1.[Cl-].[Cl-].[Zn+2]. The product is [OH:11][C:12]1([CH3:6])[CH2:16][CH2:15][N:14]([C:17]([O:19][C:20]([CH3:23])([CH3:22])[CH3:21])=[O:18])[CH2:13]1. The yield is 0.838. (2) The reactants are [CH3:1][C:2]1[N:11]([CH:12]2[CH2:17][CH2:16][C:15](=[O:18])[NH:14][C:13]2=[O:19])[C:10](=[O:20])[C:9]2[C:4](=[CH:5][C:6]([N+:21]([O-])=O)=[CH:7][CH:8]=2)[N:3]=1. The catalyst is C1CCCCC=1.CN(C=O)C.[OH-].[OH-].[Pd+2]. The product is [NH2:21][C:6]1[CH:5]=[C:4]2[C:9]([C:10](=[O:20])[N:11]([CH:12]3[CH2:17][CH2:16][C:15](=[O:18])[NH:14][C:13]3=[O:19])[C:2]([CH3:1])=[N:3]2)=[CH:8][CH:7]=1. The yield is 0.710. (3) The yield is 0.960. The reactants are COC1C=CC(P2(SP(C3C=CC(OC)=CC=3)(=S)S2)=[S:10])=CC=1.[CH3:23][O:24][C:25]1[CH:26]=[C:27]([NH:33][C:34](=O)[C:35]2[C:40]([F:41])=[CH:39][CH:38]=[CH:37][C:36]=2[F:42])[CH:28]=[C:29]([O:31][CH3:32])[CH:30]=1. The product is [CH3:23][O:24][C:25]1[CH:26]=[C:27]([NH:33][C:34]([C:35]2[C:40]([F:41])=[CH:39][CH:38]=[CH:37][C:36]=2[F:42])=[S:10])[CH:28]=[C:29]([O:31][CH3:32])[CH:30]=1. The catalyst is C1(C)C=CC=CC=1. (4) The reactants are [CH:1]([N:4]1[C:8]2[CH:9]=[CH:10][CH:11]=[CH:12][C:7]=2[NH:6][C:5]1=[O:13])([CH3:3])[CH3:2].[N+](C1C=C[C:20]([O:23]C(Cl)=O)=CC=1)([O-])=O.CCN(CC)CC.CC1C=CC(S(O)(=O)=O)=CC=1.[NH2:45][CH2:46][CH:47]1[CH2:52][CH2:51][N:50]([CH2:53][C:54]2([C:58]([OH:60])=[O:59])[CH2:57][CH2:56][CH2:55]2)[CH2:49][CH2:48]1. The catalyst is C(Cl)Cl. The product is [CH:1]([N:4]1[C:8]2[CH:9]=[CH:10][CH:11]=[CH:12][C:7]=2[N:6]([C:20]([NH:45][CH2:46][CH:47]2[CH2:52][CH2:51][N:50]([CH2:53][C:54]3([C:58]([OH:60])=[O:59])[CH2:57][CH2:56][CH2:55]3)[CH2:49][CH2:48]2)=[O:23])[C:5]1=[O:13])([CH3:3])[CH3:2]. The yield is 0.660. (5) The reactants are [CH3:1][CH:2]1[CH2:7][CH2:6][NH:5][CH:4]([C:8]([OH:10])=[O:9])[CH2:3]1.[C:11](O[C:11]([O:13][C:14]([CH3:17])([CH3:16])[CH3:15])=[O:12])([O:13][C:14]([CH3:17])([CH3:16])[CH3:15])=[O:12].[CH2:26](O)[CH:27]=[CH2:28].C1(N=C=NC2CCCCC2)CCCCC1. The catalyst is C(N(CC)CC)C.CO.CN(C)C1C=CN=CC=1. The product is [C:14]([O:13][C:11]([N:5]1[CH2:6][CH2:7][C@@H:2]([CH3:1])[CH2:3][C@@H:4]1[C:8]([O:10][CH2:28][CH:27]=[CH2:26])=[O:9])=[O:12])([CH3:17])([CH3:16])[CH3:15]. The yield is 0.920. (6) The reactants are [CH3:1][N:2]1[CH:6]=[CH:5][C:4]([C:7]2[CH:8]=[N:9][NH:10][C:11]=2[NH2:12])=[N:3]1.[CH3:13][N:14]1[C:22]2[C:17](=[CH:18][C:19]([C:23](=O)[CH2:24][C:25](OCC)=[O:26])=[CH:20][CH:21]=2)[CH:16]=[N:15]1.CC1C=CC(S(O)(=O)=O)=CC=1. The catalyst is CCCCO. The product is [CH3:13][N:14]1[C:22]2[C:17](=[CH:18][C:19]([C:23]3[NH:12][C:11]4[N:10]([N:9]=[CH:8][C:7]=4[C:4]4[CH:5]=[CH:6][N:2]([CH3:1])[N:3]=4)[C:25](=[O:26])[CH:24]=3)=[CH:20][CH:21]=2)[CH:16]=[N:15]1. The yield is 0.640.